From a dataset of NCI-60 drug combinations with 297,098 pairs across 59 cell lines. Regression. Given two drug SMILES strings and cell line genomic features, predict the synergy score measuring deviation from expected non-interaction effect. (1) Drug 1: CNC(=O)C1=CC=CC=C1SC2=CC3=C(C=C2)C(=NN3)C=CC4=CC=CC=N4. Drug 2: C1=NNC2=C1C(=O)NC=N2. Cell line: EKVX. Synergy scores: CSS=3.41, Synergy_ZIP=-4.38, Synergy_Bliss=-6.04, Synergy_Loewe=-6.21, Synergy_HSA=-4.63. (2) Synergy scores: CSS=0.729, Synergy_ZIP=1.10, Synergy_Bliss=2.71, Synergy_Loewe=-0.157, Synergy_HSA=0.0459. Cell line: HS 578T. Drug 2: C1C(C(OC1N2C=NC3=C2NC=NCC3O)CO)O. Drug 1: C1=CN(C=N1)CC(O)(P(=O)(O)O)P(=O)(O)O. (3) Drug 1: CCC1=C2CN3C(=CC4=C(C3=O)COC(=O)C4(CC)O)C2=NC5=C1C=C(C=C5)O. Drug 2: C1=NC2=C(N1)C(=S)N=CN2. Cell line: MDA-MB-231. Synergy scores: CSS=52.2, Synergy_ZIP=-2.54, Synergy_Bliss=0.284, Synergy_Loewe=0.296, Synergy_HSA=1.12. (4) Cell line: SK-MEL-5. Drug 1: CC=C1C(=O)NC(C(=O)OC2CC(=O)NC(C(=O)NC(CSSCCC=C2)C(=O)N1)C(C)C)C(C)C. Synergy scores: CSS=45.4, Synergy_ZIP=-3.06, Synergy_Bliss=-7.19, Synergy_Loewe=-48.6, Synergy_HSA=-7.53. Drug 2: CC1CCC2CC(C(=CC=CC=CC(CC(C(=O)C(C(C(=CC(C(=O)CC(OC(=O)C3CCCCN3C(=O)C(=O)C1(O2)O)C(C)CC4CCC(C(C4)OC)OCCO)C)C)O)OC)C)C)C)OC. (5) Drug 1: CC1CCC2CC(C(=CC=CC=CC(CC(C(=O)C(C(C(=CC(C(=O)CC(OC(=O)C3CCCCN3C(=O)C(=O)C1(O2)O)C(C)CC4CCC(C(C4)OC)O)C)C)O)OC)C)C)C)OC. Drug 2: C1CNP(=O)(OC1)N(CCCl)CCCl. Cell line: A549. Synergy scores: CSS=14.4, Synergy_ZIP=-6.25, Synergy_Bliss=-3.67, Synergy_Loewe=-91.7, Synergy_HSA=-4.90. (6) Drug 1: CC1C(C(CC(O1)OC2CC(OC(C2O)C)OC3=CC4=CC5=C(C(=O)C(C(C5)C(C(=O)C(C(C)O)O)OC)OC6CC(C(C(O6)C)O)OC7CC(C(C(O7)C)O)OC8CC(C(C(O8)C)O)(C)O)C(=C4C(=C3C)O)O)O)O. Drug 2: CCCCCOC(=O)NC1=NC(=O)N(C=C1F)C2C(C(C(O2)C)O)O. Cell line: NCI-H522. Synergy scores: CSS=39.9, Synergy_ZIP=1.90, Synergy_Bliss=2.98, Synergy_Loewe=-52.7, Synergy_HSA=3.10.